Dataset: Full USPTO retrosynthesis dataset with 1.9M reactions from patents (1976-2016). Task: Predict the reactants needed to synthesize the given product. (1) Given the product [CH2:14]([O:13][C:11]([N:10]=[S:8]([C:5]1[CH:6]=[CH:7][C:2]([NH:1][C:21]2[N:20]=[C:19]([S:25][CH3:26])[C:18]([Br:17])=[CH:23][N:22]=2)=[CH:3][CH:4]=1)([CH3:16])=[O:9])=[O:12])[CH3:15], predict the reactants needed to synthesize it. The reactants are: [NH2:1][C:2]1[CH:7]=[CH:6][C:5]([S:8]([CH3:16])(=[N:10][C:11]([O:13][CH2:14][CH3:15])=[O:12])=[O:9])=[CH:4][CH:3]=1.[Br:17][C:18]1[C:19]([S:25][CH3:26])=[N:20][C:21](Cl)=[N:22][CH:23]=1.Cl. (2) Given the product [F:27][C:24]1[CH:25]=[CH:26][C:21]([C:20]2[S:19][C:18]([CH3:28])=[N:17][C:16]=2[C:14]([N:11]2[CH2:12][CH2:13][NH:8][CH2:9][CH:10]2[CH2:29][C:30]2[O:31][CH:32]=[C:33]([C:35]3[CH:36]=[CH:37][C:38]([F:41])=[CH:39][CH:40]=3)[N:34]=2)=[O:15])=[CH:22][CH:23]=1, predict the reactants needed to synthesize it. The reactants are: C(OC([N:8]1[CH2:13][CH2:12][N:11]([C:14]([C:16]2[N:17]=[C:18]([CH3:28])[S:19][C:20]=2[C:21]2[CH:26]=[CH:25][C:24]([F:27])=[CH:23][CH:22]=2)=[O:15])[CH:10]([CH2:29][C:30]2[O:31][CH:32]=[C:33]([C:35]3[CH:40]=[CH:39][C:38]([F:41])=[CH:37][CH:36]=3)[N:34]=2)[CH2:9]1)=O)(C)(C)C. (3) Given the product [C:1]([C:4]1[CH:5]=[CH:6][C:7]([N:10]=[N:11][C:12](=[C:16]2[C:25]3[C:20](=[CH:21][CH:22]=[CH:23][CH:24]=3)[CH2:19][C:18]([CH3:26])([CH3:27])[NH:17]2)[C:13]([NH:34][C:28]2[CH:33]=[CH:32][CH:31]=[CH:30][CH:29]=2)=[O:14])=[CH:8][CH:9]=1)(=[O:3])[CH3:2], predict the reactants needed to synthesize it. The reactants are: [C:1]([C:4]1[CH:9]=[CH:8][C:7]([N:10]=[N:11][C:12](=[C:16]2[C:25]3[C:20](=[CH:21][CH:22]=[CH:23][CH:24]=3)[CH2:19][C:18]([CH3:27])([CH3:26])[NH:17]2)[C:13](O)=[O:14])=[CH:6][CH:5]=1)(=[O:3])[CH3:2].[C:28]1([NH2:34])[CH:33]=[CH:32][CH:31]=[CH:30][CH:29]=1.C1C=CC2N(O)N=NC=2C=1.CN(C(ON1N=NC2C=CC=CC1=2)=[N+](C)C)C.F[P-](F)(F)(F)(F)F. (4) Given the product [Cl:31][C:28]1[CH:29]=[CH:30][C:25]([CH2:24][N:9]([C:3]2[C:2]([Cl:1])=[CH:7][C:6]([Cl:8])=[CH:5][N:4]=2)[S:10]([C:13]2[CH:14]=[CH:15][C:16]([C:17]([O:19][CH3:20])=[O:18])=[CH:21][CH:22]=2)(=[O:12])=[O:11])=[CH:26][C:27]=1[F:32], predict the reactants needed to synthesize it. The reactants are: [Cl:1][C:2]1[C:3]([NH:9][S:10]([C:13]2[CH:22]=[CH:21][C:16]([C:17]([O:19][CH3:20])=[O:18])=[CH:15][CH:14]=2)(=[O:12])=[O:11])=[N:4][CH:5]=[C:6]([Cl:8])[CH:7]=1.Br[CH2:24][C:25]1[CH:30]=[CH:29][C:28]([Cl:31])=[C:27]([F:32])[CH:26]=1. (5) Given the product [CH3:5][C:4]([Si:1]([CH3:3])([CH3:2])[O:37][CH2:28][C@:27]12[CH2:29][CH2:30][C@H:31]3[C@@H:22]([CH2:21][CH:20]=[C:19]4[C@:32]3([CH3:35])[CH2:33][CH2:34][CH2:17][CH2:18]4)[C@@H:23]1[CH:24]=[CH:25][C:26]2=[O:36])([CH3:7])[CH3:6], predict the reactants needed to synthesize it. The reactants are: [Si:1](Cl)([C:4]([CH3:7])([CH3:6])[CH3:5])([CH3:3])[CH3:2].C(N(CC)CC)C.O[C@H:17]1[CH2:34][CH2:33][C@@:32]2([CH3:35])[C:19](=[CH:20][CH2:21][C@@H:22]3[C@@H:31]2[CH2:30][CH2:29][C@@:27]2([CH3:28])[C@H:23]3[CH:24]=[CH:25][C:26]2=[O:36])[CH2:18]1.[OH2:37]. (6) Given the product [Cl:1][C:2]1[CH:3]=[CH:4][C:5]([NH2:20])=[C:6]([OH:19])[C:7]=1[S:8]([N:11]1[CH2:16][CH2:15][S:14](=[O:18])(=[O:17])[CH2:13][CH2:12]1)(=[O:10])=[O:9], predict the reactants needed to synthesize it. The reactants are: [Cl:1][C:2]1[C:7]([S:8]([N:11]2[CH2:16][CH2:15][S:14](=[O:18])(=[O:17])[CH2:13][CH2:12]2)(=[O:10])=[O:9])=[C:6]([OH:19])[C:5]([N+:20]([O-])=O)=[CH:4][CH:3]=1.[H][H].